The task is: Predict the reaction yield, written as a fraction of the theoretical maximum amount of product (1.0 means a 100% yield; for example, 0.34 means a 34% yield).. This data is from Reaction yield outcomes from USPTO patents with 853,638 reactions. The reactants are [O:1]=[C:2]1[NH:7][CH2:6][CH2:5][N:4]([C:8]([O:10][C:11]([CH3:14])([CH3:13])[CH3:12])=[O:9])[CH2:3]1.[H-].[Na+].Br[CH2:18][CH:19]1[CH2:21][O:20]1. The catalyst is C1COCC1. The product is [O:20]1[CH2:21][CH:19]1[CH2:18][N:7]1[CH2:6][CH2:5][N:4]([C:8]([O:10][C:11]([CH3:14])([CH3:13])[CH3:12])=[O:9])[CH2:3][C:2]1=[O:1]. The yield is 0.781.